This data is from Full USPTO retrosynthesis dataset with 1.9M reactions from patents (1976-2016). The task is: Predict the reactants needed to synthesize the given product. (1) Given the product [N:7]1[CH:12]=[CH:11][CH:10]=[C:9]([C:17]2[CH:26]=[CH:25][C:20](/[CH:21]=[CH:22]/[CH:23]=[O:24])=[CH:19][CH:18]=2)[CH:8]=1, predict the reactants needed to synthesize it. The reactants are: C([O-])([O-])=O.[Na+].[Na+].[N:7]1[CH:12]=[CH:11][CH:10]=[C:9](B(O)O)[CH:8]=1.Br[C:17]1[CH:26]=[CH:25][C:20]([CH:21]=[CH:22][CH:23]=[O:24])=[CH:19][CH:18]=1. (2) Given the product [NH:8]([C:6]1[CH:7]=[C:2]([N:18]2[CH2:19][CH2:20][CH:15]([N:10]3[CH2:14][CH2:13][CH2:12][CH2:11]3)[CH2:16][CH2:17]2)[N:3]=[CH:4][N:5]=1)[NH2:9], predict the reactants needed to synthesize it. The reactants are: Cl[C:2]1[CH:7]=[C:6]([NH:8][NH2:9])[N:5]=[CH:4][N:3]=1.[N:10]1([C:15]2[CH:20]=[CH:19][N:18]=[CH:17][CH:16]=2)[CH2:14][CH2:13][CH2:12][CH2:11]1. (3) Given the product [NH2:25][C:26]1[N:31]=[C:30]([N:17]2[C:18]3[CH:19]=[CH:20][CH:21]=[C:13]([C:11]([NH:10][CH2:9][C:8]4[CH:22]=[CH:23][CH:24]=[C:6]([NH:5][S:2]([CH3:1])(=[O:3])=[O:4])[CH:7]=4)=[O:12])[C:14]=3[CH:15]=[CH:16]2)[CH:29]=[CH:28][N:27]=1, predict the reactants needed to synthesize it. The reactants are: [CH3:1][S:2]([NH:5][C:6]1[CH:7]=[C:8]([CH:22]=[CH:23][CH:24]=1)[CH2:9][NH:10][C:11]([C:13]1[C:14]2[CH:15]=[CH:16][NH:17][C:18]=2[CH:19]=[CH:20][CH:21]=1)=[O:12])(=[O:4])=[O:3].[NH2:25][C:26]1[N:31]=[C:30](Cl)[CH:29]=[CH:28][N:27]=1.C(NC1C=C(C=CC=1)CNC(C1C2C=CN(C3C=CN=C(N)N=3)C=2C=CC=1)=O)(=O)C. (4) Given the product [C:30]([C@:25]1([C@@:26]([C:38](=[O:45])[C:39]2[CH:40]=[CH:41][CH:42]=[CH:43][CH:44]=2)([CH:28]([C:30](=[O:37])[C:31]2[CH:32]=[CH:33][CH:34]=[CH:35][CH:36]=2)[OH:29])[OH:27])[O:24][C:22]([C:9](=[O:10])[CH2:8][O:1][C:2]2[CH:7]=[CH:6][CH:5]=[CH:4][CH:3]=2)([OH:23])[C@:21]([C:9](=[O:10])[CH2:8][O:1][C:2]2[CH:7]=[CH:6][CH:5]=[CH:4][CH:3]=2)([OH:46])[C@@H:20]1[OH:47])(=[O:37])[C:31]1[CH:36]=[CH:35][CH:34]=[CH:33][CH:32]=1, predict the reactants needed to synthesize it. The reactants are: [O:1]([CH2:8][C:9](Cl)=[O:10])[C:2]1[CH:7]=[CH:6][CH:5]=[CH:4][CH:3]=1.C([C@@:20]1([OH:47])[C@@H:25]([C@@:26]([C:38](=[O:45])[C:39]2[CH:44]=[CH:43][CH:42]=[CH:41][CH:40]=2)([CH:28]([C:30](=[O:37])[C:31]2[CH:36]=[CH:35][CH:34]=[CH:33][CH:32]=2)[OH:29])[OH:27])[O:24][CH:22]([OH:23])[C@@H:21]1[OH:46])(=O)C1C=CC=CC=1. (5) Given the product [OH:12][C:3]1[C:2]([NH:1][C:28](=[O:29])[C:27]2[CH:31]=[CH:32][CH:33]=[C:25]([C:20]3[CH:21]=[CH:22][CH:23]=[CH:24][N:19]=3)[CH:26]=2)=[CH:11][CH:10]=[CH:9][C:4]=1[C:5]([O:7][CH3:8])=[O:6], predict the reactants needed to synthesize it. The reactants are: [NH2:1][C:2]1[C:3]([OH:12])=[C:4]([CH:9]=[CH:10][CH:11]=1)[C:5]([O:7][CH3:8])=[O:6].N1C=CC=CC=1.[N:19]1[CH:24]=[CH:23][CH:22]=[CH:21][C:20]=1[C:25]1[CH:26]=[C:27]([CH:31]=[CH:32][CH:33]=1)[C:28](Cl)=[O:29]. (6) Given the product [O:1]=[C:2]1[C:11]2[C:6](=[CH:7][C:8]([C:12]([O:14][CH3:15])=[O:13])=[CH:9][CH:10]=2)[N:5]=[CH:4][N:3]1[CH2:27][C:26]1[CH:29]=[CH:30][CH:31]=[C:24]([C:23]([F:22])([F:32])[F:33])[CH:25]=1, predict the reactants needed to synthesize it. The reactants are: [O:1]=[C:2]1[C:11]2[C:6](=[CH:7][C:8]([C:12]([O:14][CH3:15])=[O:13])=[CH:9][CH:10]=2)[N:5]=[CH:4][NH:3]1.C(=O)([O-])[O-].[K+].[K+].[F:22][C:23]([F:33])([F:32])[C:24]1[CH:25]=[C:26]([CH:29]=[CH:30][CH:31]=1)[CH2:27]Br. (7) Given the product [CH3:1][C:2]1[C:3](=[O:8])[CH2:4][CH2:5][C:6]=1[NH:9][CH:10]1[CH2:11][CH2:12][N:13]([C:16]([O:18][C:19]([CH3:22])([CH3:21])[CH3:20])=[O:17])[CH2:14][CH2:15]1.[OH2:7], predict the reactants needed to synthesize it. The reactants are: [CH3:1][CH:2]1[C:6](=[O:7])[CH2:5][CH2:4][C:3]1=[O:8].[NH2:9][CH:10]1[CH2:15][CH2:14][N:13]([C:16]([O:18][C:19]([CH3:22])([CH3:21])[CH3:20])=[O:17])[CH2:12][CH2:11]1.